Dataset: Catalyst prediction with 721,799 reactions and 888 catalyst types from USPTO. Task: Predict which catalyst facilitates the given reaction. Reactant: Br[C:2]1[CH:3]=[C:4]2[C:9](=[CH:10][CH:11]=1)[C:8](=[O:12])[NH:7][N:6]=[C:5]2[Cl:13].[CH3:14][C:15]1[CH:16]=[C:17]([CH:20]=[CH:21][C:22]=1[CH3:23])[CH2:18][NH2:19].C1C=CC(P(C2C(C3C(P(C4C=CC=CC=4)C4C=CC=CC=4)=CC=C4C=3C=CC=C4)=C3C(C=CC=C3)=CC=2)C2C=CC=CC=2)=CC=1.CC([O-])(C)C.[Na+]. Product: [Cl:13][C:5]1[C:4]2[C:9](=[CH:10][CH:11]=[C:2]([NH:19][CH2:18][C:17]3[CH:20]=[CH:21][C:22]([CH3:23])=[C:15]([CH3:14])[CH:16]=3)[CH:3]=2)[C:8](=[O:12])[NH:7][N:6]=1. The catalyst class is: 686.